From a dataset of NCI-60 drug combinations with 297,098 pairs across 59 cell lines. Regression. Given two drug SMILES strings and cell line genomic features, predict the synergy score measuring deviation from expected non-interaction effect. (1) Drug 1: C1CC(=O)NC(=O)C1N2CC3=C(C2=O)C=CC=C3N. Drug 2: COC1=CC(=CC(=C1O)OC)C2C3C(COC3=O)C(C4=CC5=C(C=C24)OCO5)OC6C(C(C7C(O6)COC(O7)C8=CC=CS8)O)O. Cell line: A549. Synergy scores: CSS=42.5, Synergy_ZIP=-4.28, Synergy_Bliss=-5.35, Synergy_Loewe=-16.8, Synergy_HSA=-1.23. (2) Drug 1: C1CN1C2=NC(=NC(=N2)N3CC3)N4CC4. Drug 2: CC1C(C(CC(O1)OC2CC(CC3=C2C(=C4C(=C3O)C(=O)C5=C(C4=O)C(=CC=C5)OC)O)(C(=O)CO)O)N)O.Cl. Cell line: NCIH23. Synergy scores: CSS=57.6, Synergy_ZIP=-2.42, Synergy_Bliss=-1.10, Synergy_Loewe=-5.57, Synergy_HSA=2.57.